From a dataset of Forward reaction prediction with 1.9M reactions from USPTO patents (1976-2016). Predict the product of the given reaction. (1) Given the reactants O[CH2:2][C:3]1[O:7][N:6]=[C:5]([CH3:8])[C:4]=1[C:9]1[N:18]=[C:17]([O:19][CH3:20])[CH:16]=[CH:15][C:10]=1[C:11](OC)=[O:12].ClC1C=CC(C(C2C=CC=CC=2C2C(CO)=[N:38]OC=2C)=O)=CC=1.[N-]=[N+]=[N-], predict the reaction product. The product is: [CH3:20][O:19][C:17]1[CH:16]=[CH:15][C:10]2[C:11](=[O:12])[NH:38][CH2:2][C:3]3[O:7][N:6]=[C:5]([CH3:8])[C:4]=3[C:9]=2[N:18]=1. (2) Given the reactants [CH3:1][O:2][C:3](=[O:15])[C:4]([NH2:14])([C:6]1[CH:11]=[C:10]([Br:12])[CH:9]=[CH:8][C:7]=1[F:13])[CH3:5].CCN(C(C)C)C(C)C.[Cl:25][CH2:26][C:27](Cl)=[O:28], predict the reaction product. The product is: [CH3:1][O:2][C:3](=[O:15])[C:4]([C:6]1[CH:11]=[C:10]([Br:12])[CH:9]=[CH:8][C:7]=1[F:13])([NH:14][C:27](=[O:28])[CH2:26][Cl:25])[CH3:5]. (3) Given the reactants [CH3:1][CH:2]1[NH:7][CH:6]([CH3:8])[CH2:5][N:4]([CH2:9][C:10]([OH:28])([CH2:15][C:16]([C:19]2[CH:24]=[C:23]([F:25])[CH:22]=[CH:21][C:20]=2[O:26][CH3:27])([CH3:18])[CH3:17])[C:11]([F:14])([F:13])[F:12])[CH2:3]1.[CH:29](OC=O)=[O:30].C(N=C=NC(C)C)(C)C.C(O)=O, predict the reaction product. The product is: [F:25][C:23]1[CH:22]=[CH:21][C:20]([O:26][CH3:27])=[C:19]([C:16]([CH3:18])([CH3:17])[CH2:15][C:10]([OH:28])([C:11]([F:12])([F:13])[F:14])[CH2:9][N:4]2[CH2:3][CH:2]([CH3:1])[N:7]([CH:29]=[O:30])[CH:6]([CH3:8])[CH2:5]2)[CH:24]=1. (4) The product is: [BrH:1].[Br:19][C:16]1[CH:17]=[CH:18][C:13]2[N:14]([CH:2]=[C:3]([C:5]3[CH:10]=[CH:9][C:8]([OH:11])=[CH:7][CH:6]=3)[N:12]=2)[CH:15]=1. Given the reactants [Br:1][CH2:2][C:3]([C:5]1[CH:10]=[CH:9][C:8]([OH:11])=[CH:7][CH:6]=1)=O.[NH2:12][C:13]1[CH:18]=[CH:17][C:16]([Br:19])=[CH:15][N:14]=1, predict the reaction product. (5) Given the reactants [Cl:1][C:2]1[CH:7]=[C:6]([O:8][CH3:9])[CH:5]=[CH:4][C:3]=1[C:10]1[N:15]2[N:16]=[C:17]([CH3:24])[C:18]([C:19]([O:21]CC)=[O:20])=[C:14]2[CH:13]=[CH:12][C:11]=1[CH3:25].[OH-].[K+], predict the reaction product. The product is: [Cl:1][C:2]1[CH:7]=[C:6]([O:8][CH3:9])[CH:5]=[CH:4][C:3]=1[C:10]1[N:15]2[N:16]=[C:17]([CH3:24])[C:18]([C:19]([OH:21])=[O:20])=[C:14]2[CH:13]=[CH:12][C:11]=1[CH3:25]. (6) Given the reactants C([O-])(=O)C.[NH4+:5].C(O[BH-](OC(=O)C)OC(=O)C)(=O)C.[Na+].[OH:20][C:21]1([CH2:28][CH2:29][C:30]2[C:39]3[C:34](=[CH:35][CH:36]=[C:37]([O:40][CH3:41])[CH:38]=3)[N:33]=[CH:32][N:31]=2)[CH2:26][CH2:25][C:24](=O)[CH2:23][CH2:22]1, predict the reaction product. The product is: [NH2:5][CH:24]1[CH2:25][CH2:26][C:21]([CH2:28][CH2:29][C:30]2[C:39]3[C:34](=[CH:35][CH:36]=[C:37]([O:40][CH3:41])[CH:38]=3)[N:33]=[CH:32][N:31]=2)([OH:20])[CH2:22][CH2:23]1. (7) The product is: [Cl:1][C:2]1[C:7]([S:8]([CH3:11])(=[O:9])=[O:10])=[CH:6][C:5]([C:12]2[N:13]([C:33]([N:49]3[CH2:48][CH2:47][CH:46]([NH:45][C:43]([NH:42][CH:39]([CH3:41])[CH3:40])=[O:44])[CH2:51][CH2:50]3)=[O:34])[C@@:14]([C:26]3[CH:27]=[CH:28][C:29]([Cl:32])=[CH:30][CH:31]=3)([CH3:25])[C@@:15]([C:18]3[CH:23]=[CH:22][C:21]([Cl:24])=[CH:20][CH:19]=3)([CH3:17])[N:16]=2)=[C:4]([O:36][CH2:37][CH3:38])[CH:3]=1. Given the reactants [Cl:1][C:2]1[C:7]([S:8]([CH3:11])(=[O:10])=[O:9])=[CH:6][C:5]([C:12]2[N:13]([C:33](Cl)=[O:34])[C@@:14]([C:26]3[CH:31]=[CH:30][C:29]([Cl:32])=[CH:28][CH:27]=3)([CH3:25])[C@@:15]([C:18]3[CH:23]=[CH:22][C:21]([Cl:24])=[CH:20][CH:19]=3)([CH3:17])[N:16]=2)=[C:4]([O:36][CH2:37][CH3:38])[CH:3]=1.[CH:39]([NH:42][C:43]([NH:45][CH:46]1[CH2:51][CH2:50][NH:49][CH2:48][CH2:47]1)=[O:44])([CH3:41])[CH3:40], predict the reaction product.